Dataset: Catalyst prediction with 721,799 reactions and 888 catalyst types from USPTO. Task: Predict which catalyst facilitates the given reaction. Reactant: [Cl:1][C:2]1[CH:10]=[C:9]2[C:5]([C:6]([CH2:19][CH:20]([CH3:22])[CH3:21])=[CH:7][N:8]2[C:11]2[S:12][CH:13]=[C:14]([C:16](O)=O)[N:15]=2)=[CH:4][CH:3]=1.ON1C2C=CC=CC=2N=N1.CCN=C=NCCCN(C)C.[NH2:44][C:45]1[C:54]([NH2:55])=[CH:53][CH:52]=[CH:51][C:46]=1[C:47]([O:49][CH3:50])=[O:48]. Product: [Cl:1][C:2]1[CH:10]=[C:9]2[C:5]([C:6]([CH2:19][CH:20]([CH3:22])[CH3:21])=[CH:7][N:8]2[C:11]2[S:12][CH:13]=[C:14]([C:16]3[NH:55][C:54]4[CH:53]=[CH:52][CH:51]=[C:46]([C:47]([O:49][CH3:50])=[O:48])[C:45]=4[N:44]=3)[N:15]=2)=[CH:4][CH:3]=1. The catalyst class is: 4.